From a dataset of Forward reaction prediction with 1.9M reactions from USPTO patents (1976-2016). Predict the product of the given reaction. (1) Given the reactants [F:1][C:2]1[CH:3]=[C:4]([CH:15]=[CH:16][CH:17]=1)[CH2:5][O:6][C:7]1[CH:12]=[CH:11][C:10]([NH2:13])=[CH:9][C:8]=1[Br:14].Cl[C:19]1[C:28]2[C:23](=[CH:24][CH:25]=[C:26]([I:29])[CH:27]=2)[N:22]=[CH:21][N:20]=1, predict the reaction product. The product is: [F:1][C:2]1[CH:3]=[C:4]([CH:15]=[CH:16][CH:17]=1)[CH2:5][O:6][C:7]1[CH:12]=[CH:11][C:10]([NH:13][C:19]2[C:28]3[C:23](=[CH:24][CH:25]=[C:26]([I:29])[CH:27]=3)[N:22]=[CH:21][N:20]=2)=[CH:9][C:8]=1[Br:14]. (2) The product is: [CH2:40]([NH:42][C:45]([N:35]1[CH2:36][CH2:37][N:32]([C:30](=[O:31])[C:29]2[CH:28]=[CH:27][C:26](/[CH:25]=[CH:24]/[C:17]3[C:18]4[C:23](=[CH:22][CH:21]=[CH:20][CH:19]=4)[NH:15][N:16]=3)=[CH:39][CH:38]=2)[CH2:33][CH2:34]1)=[O:47])[CH3:41]. Given the reactants C1(N)C(F)=C(F)C(F)=C(N)C=1F.Cl.Cl.[NH:15]1[C:23]2[C:18](=[CH:19][CH:20]=[CH:21][CH:22]=2)[C:17](/[CH:24]=[CH:25]/[C:26]2[CH:39]=[CH:38][C:29]([C:30]([N:32]3[CH2:37][CH2:36][NH:35][CH2:34][CH2:33]3)=[O:31])=[CH:28][CH:27]=2)=[N:16]1.[CH2:40]([N:42]([CH2:45]C)CC)[CH3:41].[OH2:47], predict the reaction product. (3) Given the reactants [CH2:1]([C:3]([CH3:5])=[O:4])[CH3:2].C[CH:7]([OH:9])[CH3:8].[OH2:10].N, predict the reaction product. The product is: [CH3:5][C:3](/[CH:1]=[CH:2]/[CH:2]=[C:1]=[CH:3]/[CH:5]=[CH:8]/[C:7]([OH:9])=[O:10])=[O:4]. (4) Given the reactants [Cl:1][C:2]1[C:3]([OH:9])=[CH:4][C:5](=[O:8])[NH:6][CH:7]=1.[CH:10]1([C:13]2[CH:14]=[N:15][C:16]([N:19]3[CH2:24][CH2:23][CH:22](O)[CH2:21][CH2:20]3)=[N:17][CH:18]=2)[CH2:12][CH2:11]1.C1(P(C2C=CC=CC=2)C2C=CC=CC=2)C=CC=CC=1.N(C(OC(C)C)=O)=NC(OC(C)C)=O, predict the reaction product. The product is: [Cl:1][C:2]1[C:3]([O:9][CH:22]2[CH2:23][CH2:24][N:19]([C:16]3[N:15]=[CH:14][C:13]([CH:10]4[CH2:12][CH2:11]4)=[CH:18][N:17]=3)[CH2:20][CH2:21]2)=[CH:4][C:5](=[O:8])[NH:6][CH:7]=1. (5) Given the reactants Cl.Cl[C:3]1[CH:8]=[CH:7][N:6]=[CH:5][CH:4]=1.CC(C)([O-])C.[Na+].[NH:15]1[C:23]2[C:18](=[CH:19][CH:20]=[CH:21][CH:22]=2)[CH:17]=[CH:16]1.C1C=CC(P(C2C(OC3C(P(C4C=CC=CC=4)C4C=CC=CC=4)=CC=CC=3)=CC=CC=2)C2C=CC=CC=2)=CC=1, predict the reaction product. The product is: [N:6]1[CH:7]=[CH:8][C:3]([N:15]2[C:23]3[C:18](=[CH:19][CH:20]=[CH:21][CH:22]=3)[CH:17]=[CH:16]2)=[CH:4][CH:5]=1. (6) Given the reactants F[C:2]1[CH:7]=[C:6]([O:8][CH3:9])[CH:5]=[C:4]([F:10])[C:3]=1[N+:11]([O-:13])=[O:12].C(=O)([O-])[O-].[K+].[K+].[Br:20][C:21]1[NH:22][CH:23]=[C:24]([CH3:26])[N:25]=1, predict the reaction product. The product is: [Br:20][C:21]1[N:22]([C:2]2[CH:7]=[C:6]([O:8][CH3:9])[CH:5]=[C:4]([F:10])[C:3]=2[N+:11]([O-:13])=[O:12])[CH:23]=[C:24]([CH3:26])[N:25]=1. (7) Given the reactants [CH3:1][CH:2]([O:4][C:5]1[CH:10]=[CH:9][C:8]([C:11]2[C:16]3=[N:17][S:18](=[O:22])(=[O:21])[CH2:19][CH2:20][N:15]3[CH:14]=[CH:13][CH:12]=2)=[CH:7][CH:6]=1)[CH3:3], predict the reaction product. The product is: [CH3:3][CH:2]([O:4][C:5]1[CH:6]=[CH:7][C:8]([CH:11]2[C:16]3=[N:17][S:18](=[O:21])(=[O:22])[CH2:19][CH2:20][N:15]3[CH2:14][CH2:13][CH2:12]2)=[CH:9][CH:10]=1)[CH3:1].